Task: Predict the product of the given reaction.. Dataset: Forward reaction prediction with 1.9M reactions from USPTO patents (1976-2016) (1) Given the reactants [C:1]([O:5][C:6]([N:8]1[CH2:12][CH2:11][CH2:10][CH:9]1[C:13]1[NH:17][C:16]2[CH:18]=[C:19](Br)[CH:20]=[CH:21][C:15]=2[N:14]=1)=[O:7])([CH3:4])([CH3:3])[CH3:2].[B:23]1([B:23]2[O:27][C:26]([CH3:29])([CH3:28])[C:25]([CH3:31])([CH3:30])[O:24]2)[O:27][C:26]([CH3:29])([CH3:28])[C:25]([CH3:31])([CH3:30])[O:24]1.C([O-])(=O)C.[K+].C(OC(N1CCCC1)=O)(C)(C)C, predict the reaction product. The product is: [C:1]([O:5][C:6]([N:8]1[CH2:12][CH2:11][CH2:10][CH:9]1[C:13]1[NH:17][C:16]2[CH:18]=[C:19]([B:23]3[O:27][C:26]([CH3:29])([CH3:28])[C:25]([CH3:31])([CH3:30])[O:24]3)[CH:20]=[CH:21][C:15]=2[N:14]=1)=[O:7])([CH3:4])([CH3:3])[CH3:2]. (2) Given the reactants Cl[C:2]1[CH:3]=[CH:4][C:5]2[N:6]([C:8]([C:11]([F:23])([F:22])[C:12]3[CH:13]=[C:14]4[C:19](=[CH:20][CH:21]=3)[N:18]=[CH:17][CH:16]=[CH:15]4)=[N:9][N:10]=2)[N:7]=1.C([Sn](CCCC)(CCCC)[C:29]([O:31]CC)=[CH2:30])CCC.N1C2C(=CC(CC3N4N=C(C(=O)C)C=CC4=NN=3)=CC=2)C=CC=1, predict the reaction product. The product is: [F:22][C:11]([F:23])([C:12]1[CH:13]=[C:14]2[C:19](=[CH:20][CH:21]=1)[N:18]=[CH:17][CH:16]=[CH:15]2)[C:8]1[N:6]2[N:7]=[C:2]([C:29](=[O:31])[CH3:30])[CH:3]=[CH:4][C:5]2=[N:10][N:9]=1. (3) Given the reactants [Cl:1][C:2]1[CH:3]=[C:4]2[C:8](=[CH:9][CH:10]=1)[NH:7][N:6]=[C:5]2/[CH:11]=[C:12]1\[O:13][C:14]2[C:21]([CH2:22][N:23]3[CH2:28][CH2:27][N:26](C(OC(C)(C)C)=O)[CH2:25][CH2:24]3)=[C:20]([O:36][CH3:37])[CH:19]=[CH:18][C:15]=2[C:16]\1=[O:17].FC(F)(F)C(O)=O, predict the reaction product. The product is: [Cl:1][C:2]1[CH:3]=[C:4]2[C:8](=[CH:9][CH:10]=1)[NH:7][N:6]=[C:5]2/[CH:11]=[C:12]1\[O:13][C:14]2[C:21]([CH2:22][N:23]3[CH2:24][CH2:25][NH:26][CH2:27][CH2:28]3)=[C:20]([O:36][CH3:37])[CH:19]=[CH:18][C:15]=2[C:16]\1=[O:17]. (4) Given the reactants [CH3:1][C@@:2]1([CH2:20][O:21][S:22]([C:25]2[CH:30]=[CH:29][C:28]([CH3:31])=[CH:27][CH:26]=2)(=[O:24])=[O:23])[O:7][C:6]2[C:8](OS(C(F)(F)F)(=O)=O)=[CH:9][CH:10]=[CH:11][C:5]=2[O:4][CH2:3]1.[Cl:32][C:33]1[CH:34]=[C:35](B(O)O)[CH:36]=[CH:37][CH:38]=1, predict the reaction product. The product is: [Cl:32][C:33]1[CH:38]=[C:37]([C:8]2[C:6]3[O:7][C@:2]([CH2:20][O:21][S:22]([C:25]4[CH:26]=[CH:27][C:28]([CH3:31])=[CH:29][CH:30]=4)(=[O:23])=[O:24])([CH3:1])[CH2:3][O:4][C:5]=3[CH:11]=[CH:10][CH:9]=2)[CH:36]=[CH:35][CH:34]=1. (5) Given the reactants CON(C)[C:4]([C:6]1[C:15](=[O:16])[C:14]2[C:9](=[CH:10][CH:11]=[CH:12][CH:13]=2)[N:8]([CH2:17][C:18]2[CH:23]=[CH:22][CH:21]=[C:20]([Br:24])[N:19]=2)[CH:7]=1)=[O:5].[Br:26][C:27]1[CH:28]=[N:29][C:30](I)=[N:31][CH:32]=1.C([Mg]Cl)(C)C, predict the reaction product. The product is: [Br:24][C:20]1[N:19]=[C:18]([CH2:17][N:8]2[C:9]3[C:14](=[CH:13][CH:12]=[CH:11][CH:10]=3)[C:15](=[O:16])[C:6]([C:4]([C:30]3[N:31]=[CH:32][C:27]([Br:26])=[CH:28][N:29]=3)=[O:5])=[CH:7]2)[CH:23]=[CH:22][CH:21]=1.